Dataset: CYP3A4 inhibition data for predicting drug metabolism from PubChem BioAssay. Task: Regression/Classification. Given a drug SMILES string, predict its absorption, distribution, metabolism, or excretion properties. Task type varies by dataset: regression for continuous measurements (e.g., permeability, clearance, half-life) or binary classification for categorical outcomes (e.g., BBB penetration, CYP inhibition). Dataset: cyp3a4_veith. (1) The drug is C[C@H](CCC(=O)O)[C@H]1CC[C@]2(C)[C@@H]3C(=O)C[C@H]4C(C)(C)[C@@H](O)CC[C@]4(C)[C@H]3C(=O)C[C@@]12C. The result is 0 (non-inhibitor). (2) The compound is COc1ccc(CN2C(=O)CN(C3CCCCCC3)C(=O)C2c2ccc(OC)c(OC)c2)cc1. The result is 1 (inhibitor). (3) The molecule is I.OCCNC1=NCCN1. The result is 0 (non-inhibitor). (4) The molecule is COc1cccc(NC(=O)COC(=O)c2nc3nccc(C)n3n2)c1. The result is 0 (non-inhibitor). (5) The molecule is COc1ccccc1Oc1ccc2c(c1)C(=O)N(c1ccc(C)cc1)C2=O. The result is 0 (non-inhibitor). (6) The drug is Ic1ccc2c(c1)N(c1ccccc1)c1cc(Nc3ccc4nc5ccc(I)cc5[n+](-c5ccccc5)c4c3)ccc1N2. The result is 0 (non-inhibitor). (7) The molecule is Cn1cccc1C(=O)N1CCC2(CCCN(c3cccc(-c4ccccc4)c3)C2)CC1. The result is 1 (inhibitor). (8) The drug is CCC1(CCSC(=N)N)C(=O)NC(=O)NC1=O. The result is 0 (non-inhibitor).